This data is from Full USPTO retrosynthesis dataset with 1.9M reactions from patents (1976-2016). The task is: Predict the reactants needed to synthesize the given product. Given the product [CH3:18][CH2:16][O:15][C:13]([CH3:12])=[O:14].[CH3:2][OH:1].[NH3:9].[Cl:17][C:18]1[CH:23]=[CH:22][C:21]([O:24][C:25]([F:26])([F:28])[F:27])=[CH:20][C:19]=1[N:29]1[CH2:43][CH2:42][C:32]2([O:37][CH2:36][CH:35]([CH2:38][C:39]([OH:41])=[O:40])[CH2:34][CH2:33]2)[CH2:31][CH2:30]1, predict the reactants needed to synthesize it. The reactants are: [O:1]1C2(CC[NH:9]CC2)CCC([CH2:12][C:13]([O:15][CH3:16])=[O:14])[CH2:2]1.[Cl:17][C:18]1[CH:23]=[CH:22][C:21]([O:24][C:25]([F:28])([F:27])[F:26])=[CH:20][C:19]=1[N:29]1[CH2:43][CH2:42][C:32]2([O:37][CH2:36][CH:35]([CH2:38][C:39]([OH:41])=[O:40])[CH2:34][CH2:33]2)[CH2:31][CH2:30]1.CO.C[Si](C=[N+]=[N-])(C)C.